Dataset: Catalyst prediction with 721,799 reactions and 888 catalyst types from USPTO. Task: Predict which catalyst facilitates the given reaction. (1) Reactant: [CH3:1][C:2]1[C:7]([S:8][Si](C(C)C)(C(C)C)C(C)C)=[CH:6][CH:5]=[CH:4][C:3]=1[N:19]1[C:23](=[O:24])[N:22]([CH3:25])[N:21]=[N:20]1.[F-].[Cs+].[CH3:28]N(C)C=O.CI. Product: [CH3:1][C:2]1[C:7]([S:8][CH3:28])=[CH:6][CH:5]=[CH:4][C:3]=1[N:19]1[C:23](=[O:24])[N:22]([CH3:25])[N:21]=[N:20]1. The catalyst class is: 6. (2) Reactant: [CH3:1][O:2][C:3](=[O:30])[CH2:4][CH2:5][C:6](=[O:29])[C:7]1[CH:12]=[CH:11][C:10]([O:13]C2CCCCO2)=[CH:9][C:8]=1[B:20]1OC(C)(C)C(C)(C)[O:21]1.[BH4-].[Na+]. Product: [CH3:1][O:2][C:3](=[O:30])[CH2:4][CH2:5][CH:6]1[O:29][B:20]([OH:21])[C:8]2[CH:9]=[C:10]([OH:13])[CH:11]=[CH:12][C:7]1=2. The catalyst class is: 5.